From a dataset of Catalyst prediction with 721,799 reactions and 888 catalyst types from USPTO. Predict which catalyst facilitates the given reaction. (1) The catalyst class is: 203. Reactant: Br[C:2]1[CH:26]=[CH:25][C:24]2([C:38]3[CH:37]=[CH:36][CH:35]=[CH:34][C:33]=3[C:32]3[C:27]2=[CH:28][CH:29]=[CH:30][CH:31]=3)[C:23]2[C:3]=1[CH:4]=[C:5]1[CH:22]=[C:21]3[C:8]([C:9]4[C:14]([C:15]5[C:20]3=[CH:19][CH:18]=[CH:17][CH:16]=5)=[CH:13][CH:12]=[CH:11][CH:10]=4)=[CH:7][C:6]1=2.[B:39]1([B:39]2[O:43][C:42]([CH3:45])([CH3:44])[C:41]([CH3:47])([CH3:46])[O:40]2)[O:43][C:42]([CH3:45])([CH3:44])[C:41]([CH3:47])([CH3:46])[O:40]1.C([O-])(=O)C.[K+]. Product: [CH3:46][C:41]1([CH3:47])[C:42]([CH3:45])([CH3:44])[O:43][B:39]([C:2]2[CH:26]=[CH:25][C:24]3([C:38]4[CH:37]=[CH:36][CH:35]=[CH:34][C:33]=4[C:32]4[C:27]3=[CH:28][CH:29]=[CH:30][CH:31]=4)[C:23]3[C:3]=2[CH:4]=[C:5]2[CH:22]=[C:21]4[C:8]([C:9]5[C:14]([C:15]6[C:20]4=[CH:19][CH:18]=[CH:17][CH:16]=6)=[CH:13][CH:12]=[CH:11][CH:10]=5)=[CH:7][C:6]2=3)[O:40]1. (2) Reactant: [F:1][C:2]1[CH:26]=[C:25]([F:27])[CH:24]=[CH:23][C:3]=1/[CH:4]=[C:5]1/[C:6](=[O:22])[C:7]2[C:12]([CH2:13]/1)=[CH:11][C:10]([N:14]1[CH2:19][CH2:18][O:17][CH2:16][CH2:15]1)=[C:9]([O:20][CH3:21])[CH:8]=2. Product: [F:1][C:2]1[CH:26]=[C:25]([F:27])[CH:24]=[CH:23][C:3]=1[CH2:4][CH:5]1[CH2:13][C:12]2[C:7](=[CH:8][C:9]([O:20][CH3:21])=[C:10]([N:14]3[CH2:15][CH2:16][O:17][CH2:18][CH2:19]3)[CH:11]=2)[C:6]1=[O:22]. The catalyst class is: 19.